From a dataset of Acute oral toxicity (LD50) regression data from Zhu et al.. Regression/Classification. Given a drug SMILES string, predict its toxicity properties. Task type varies by dataset: regression for continuous values (e.g., LD50, hERG inhibition percentage) or binary classification for toxic/non-toxic outcomes (e.g., AMES mutagenicity, cardiotoxicity, hepatotoxicity). Dataset: ld50_zhu. (1) The drug is CON=C(C)C(=NOC(=O)N(C)SN(C)C(=O)Oc1cccc2ccccc12)C(=O)N(C)C. The rat oral LD50 is 3.47, given as -log10 of the dose in mol/kg body weight (higher means more acutely toxic). (2) The rat oral LD50 is 2.48, given as -log10 of the dose in mol/kg body weight (higher means more acutely toxic). The molecule is C=CC(=O)NC(C)C. (3) The compound is CCCc1ccc(OC)cc1. The rat oral LD50 is 1.53, given as -log10 of the dose in mol/kg body weight (higher means more acutely toxic). (4) The drug is C=CCOCC=C. The rat oral LD50 is 2.49, given as -log10 of the dose in mol/kg body weight (higher means more acutely toxic). (5) The drug is O=C(CS)OCCCCOC(=O)CS. The rat oral LD50 is 2.77, given as -log10 of the dose in mol/kg body weight (higher means more acutely toxic). (6) The molecule is Cc1cn(C2C=CC(CO)O2)c(=O)[nH]c1=O. The rat oral LD50 is 1.75, given as -log10 of the dose in mol/kg body weight (higher means more acutely toxic).